From a dataset of Full USPTO retrosynthesis dataset with 1.9M reactions from patents (1976-2016). Predict the reactants needed to synthesize the given product. (1) Given the product [Br:1][C:2]1[CH:15]=[C:14]2[CH2:16][C:11]3[C:12]4[C:13]2=[C:4]([CH2:5][CH2:6][C:7]=4[CH:8]=[CH:9][CH:10]=3)[CH:3]=1, predict the reactants needed to synthesize it. The reactants are: [Br:1][C:2]1[CH:15]=[C:14]2[CH2:16][C:11]3[C:12]4=[C:13]2[C:4](=[CH:5][CH:6]=[C:7]4[CH:8]=[CH:9][CH:10]=3)[CH:3]=1.C(Br)CCCCCCC.[OH-].[Na+]. (2) Given the product [CH3:15][O:1][C@H:2]([CH3:12])[CH2:3][NH:4][C:5](=[O:11])[O:6][C:7]([CH3:8])([CH3:10])[CH3:9], predict the reactants needed to synthesize it. The reactants are: [OH:1][C@H:2]([CH3:12])[CH2:3][NH:4][C:5](=[O:11])[O:6][C:7]([CH3:10])([CH3:9])[CH3:8].[H-].[Na+].[CH3:15]I.